Dataset: hERG Central: cardiac toxicity at 1µM, 10µM, and general inhibition. Task: Predict hERG channel inhibition at various concentrations. The drug is COc1cccc(OCC(O)CN2CCN(c3ccc(Cl)cc3)CC2)c1. Results: hERG_inhib (hERG inhibition (general)): blocker.